Dataset: Full USPTO retrosynthesis dataset with 1.9M reactions from patents (1976-2016). Task: Predict the reactants needed to synthesize the given product. Given the product [C:7]([O:6][C:5](=[O:11])[NH:4][CH2:3][CH:2]([OH:1])[CH2:12][O:13][Si:14]([C:17]([CH3:20])([CH3:19])[CH3:18])([CH3:16])[CH3:15])([CH3:9])([CH3:10])[CH3:8], predict the reactants needed to synthesize it. The reactants are: [OH:1][CH:2]([CH2:12][OH:13])[CH2:3][NH:4][C:5](=[O:11])[O:6][C:7]([CH3:10])([CH3:9])[CH3:8].[Si:14](Cl)([C:17]([CH3:20])([CH3:19])[CH3:18])([CH3:16])[CH3:15].C(N(CC)CC)C.